The task is: Regression. Given two drug SMILES strings and cell line genomic features, predict the synergy score measuring deviation from expected non-interaction effect.. This data is from NCI-60 drug combinations with 297,098 pairs across 59 cell lines. (1) Drug 1: C1=NC2=C(N1)C(=S)N=CN2. Drug 2: CC1C(C(CC(O1)OC2CC(CC3=C2C(=C4C(=C3O)C(=O)C5=CC=CC=C5C4=O)O)(C(=O)C)O)N)O. Cell line: NCI-H460. Synergy scores: CSS=40.8, Synergy_ZIP=-1.52, Synergy_Bliss=-2.02, Synergy_Loewe=-0.903, Synergy_HSA=0.354. (2) Drug 1: CCC1(CC2CC(C3=C(CCN(C2)C1)C4=CC=CC=C4N3)(C5=C(C=C6C(=C5)C78CCN9C7C(C=CC9)(C(C(C8N6C=O)(C(=O)OC)O)OC(=O)C)CC)OC)C(=O)OC)O.OS(=O)(=O)O. Drug 2: C1CNP(=O)(OC1)N(CCCl)CCCl. Cell line: SF-539. Synergy scores: CSS=0.557, Synergy_ZIP=1.05, Synergy_Bliss=0.912, Synergy_Loewe=1.81, Synergy_HSA=-2.80. (3) Drug 1: CC1=C(N=C(N=C1N)C(CC(=O)N)NCC(C(=O)N)N)C(=O)NC(C(C2=CN=CN2)OC3C(C(C(C(O3)CO)O)O)OC4C(C(C(C(O4)CO)O)OC(=O)N)O)C(=O)NC(C)C(C(C)C(=O)NC(C(C)O)C(=O)NCCC5=NC(=CS5)C6=NC(=CS6)C(=O)NCCC[S+](C)C)O. Drug 2: CC1=C(C(=O)C2=C(C1=O)N3CC4C(C3(C2COC(=O)N)OC)N4)N. Cell line: A498. Synergy scores: CSS=27.7, Synergy_ZIP=-10.6, Synergy_Bliss=-4.58, Synergy_Loewe=-4.64, Synergy_HSA=-0.263. (4) Drug 1: CS(=O)(=O)C1=CC(=C(C=C1)C(=O)NC2=CC(=C(C=C2)Cl)C3=CC=CC=N3)Cl. Drug 2: B(C(CC(C)C)NC(=O)C(CC1=CC=CC=C1)NC(=O)C2=NC=CN=C2)(O)O. Cell line: HS 578T. Synergy scores: CSS=5.23, Synergy_ZIP=3.47, Synergy_Bliss=9.25, Synergy_Loewe=1.62, Synergy_HSA=2.44. (5) Drug 1: CCCS(=O)(=O)NC1=C(C(=C(C=C1)F)C(=O)C2=CNC3=C2C=C(C=N3)C4=CC=C(C=C4)Cl)F. Drug 2: C1CC(C1)(C(=O)O)C(=O)O.[NH2-].[NH2-].[Pt+2]. Cell line: UACC-257. Synergy scores: CSS=44.9, Synergy_ZIP=2.44, Synergy_Bliss=4.35, Synergy_Loewe=-2.68, Synergy_HSA=6.02. (6) Drug 1: CC1=C2C(C(=O)C3(C(CC4C(C3C(C(C2(C)C)(CC1OC(=O)C(C(C5=CC=CC=C5)NC(=O)OC(C)(C)C)O)O)OC(=O)C6=CC=CC=C6)(CO4)OC(=O)C)O)C)O. Drug 2: C1=NNC2=C1C(=O)NC=N2. Cell line: MOLT-4. Synergy scores: CSS=55.7, Synergy_ZIP=-1.58, Synergy_Bliss=-4.51, Synergy_Loewe=-60.7, Synergy_HSA=-3.01. (7) Drug 1: CC1=C(C=C(C=C1)NC(=O)C2=CC=C(C=C2)CN3CCN(CC3)C)NC4=NC=CC(=N4)C5=CN=CC=C5. Drug 2: CCCCCOC(=O)NC1=NC(=O)N(C=C1F)C2C(C(C(O2)C)O)O. Cell line: A549. Synergy scores: CSS=-13.7, Synergy_ZIP=8.36, Synergy_Bliss=4.00, Synergy_Loewe=-8.71, Synergy_HSA=-8.83.